From a dataset of Reaction yield outcomes from USPTO patents with 853,638 reactions. Predict the reaction yield, written as a fraction of the theoretical maximum amount of product (1.0 means a 100% yield; for example, 0.34 means a 34% yield). The reactants are [F:1][C:2]1[C:7]([F:8])=[CH:6][CH:5]=[C:4]([O:9]C)[C:3]=1[CH2:11][CH2:12][OH:13].O. The catalyst is C(Cl)Cl. The product is [F:1][C:2]1[C:3]([CH2:11][CH2:12][OH:13])=[C:4]([OH:9])[CH:5]=[CH:6][C:7]=1[F:8]. The yield is 0.675.